Dataset: Catalyst prediction with 721,799 reactions and 888 catalyst types from USPTO. Task: Predict which catalyst facilitates the given reaction. (1) Reactant: O[CH2:2][CH2:3][CH2:4][C:5]1[CH:12]=[CH:11][C:8]([C:9]#[N:10])=[CH:7][CH:6]=1.CCN(CC)CC.CS(Cl)(=O)=O.Cl.[Na+].[I-:27]. Product: [I:27][CH2:2][CH2:3][CH2:4][C:5]1[CH:12]=[CH:11][C:8]([C:9]#[N:10])=[CH:7][CH:6]=1. The catalyst class is: 2. (2) Product: [Br:8][C:7]1[CH:2]=[C:3]([OH:12])[CH:4]=[C:5]([N+:9]([O-:11])=[O:10])[CH:6]=1. Reactant: N[C:2]1[C:7]([Br:8])=[CH:6][C:5]([N+:9]([O-:11])=[O:10])=[CH:4][C:3]=1[OH:12].OS(O)(=O)=O.N([O-])=O.[Na+]. The catalyst class is: 14. (3) Reactant: [I:1][C:2]1[C:3]([O:20][CH3:21])=[CH:4][C:5]([CH:17]([CH3:19])[CH3:18])=[C:6]([CH:16]=1)[O:7][C:8]1[C:9]([NH2:15])=[N:10][C:11]([NH2:14])=[N:12][CH:13]=1.C(N(CC)CC)C.[C:29](Cl)(=[O:33])[CH:30]([CH3:32])[CH3:31]. Product: [NH2:15][C:9]1[C:8]([O:7][C:6]2[CH:16]=[C:2]([I:1])[C:3]([O:20][CH3:21])=[CH:4][C:5]=2[CH:17]([CH3:19])[CH3:18])=[CH:13][N:12]=[C:11]([NH:14][C:29](=[O:33])[CH:30]([CH3:32])[CH3:31])[N:10]=1. The catalyst class is: 7. (4) Reactant: Br[C:2]1[CH:3]=[C:4]([NH:10][C:11]2[N:16]=[CH:15][C:14]([C:17]([CH3:21])([CH3:20])[C:18]#[N:19])=[CH:13][CH:12]=2)[C:5](=[O:9])[N:6]([CH3:8])[CH:7]=1.[C:22]([O:25][CH2:26][C:27]1[C:28]([N:42]2[N:51]=[CH:50][C:49]3[C:44](=[C:45]([F:56])[CH:46]=[C:47]([C:52]([CH3:55])([CH3:54])[CH3:53])[CH:48]=3)[C:43]2=[O:57])=[N:29][CH:30]=[CH:31][C:32]=1B1OC(C)(C)C(C)(C)O1)(=[O:24])[CH3:23].C([O-])(=O)C.[K+].[O-]P([O-])([O-])=O.[K+].[K+].[K+]. Product: [C:22]([O:25][CH2:26][C:27]1[C:28]([N:42]2[N:51]=[CH:50][C:49]3[C:44](=[C:45]([F:56])[CH:46]=[C:47]([C:52]([CH3:54])([CH3:53])[CH3:55])[CH:48]=3)[C:43]2=[O:57])=[N:29][CH:30]=[CH:31][C:32]=1[C:2]1[CH:3]=[C:4]([NH:10][C:11]2[CH:12]=[CH:13][C:14]([C:17]([C:18]#[N:19])([CH3:21])[CH3:20])=[CH:15][N:16]=2)[C:5](=[O:9])[N:6]([CH3:8])[CH:7]=1)(=[O:24])[CH3:23]. The catalyst class is: 379. (5) Reactant: FC(F)(F)C(O)=O.[Cl:8][C:9]1[CH:10]=[CH:11][C:12]([O:36][CH:37]([F:39])[F:38])=[C:13]([C:15]2[C:19]([NH:20][C:21]([C:23]3[CH:24]=[N:25][N:26]4[CH:31]=[CH:30][CH:29]=[N:28][C:27]=34)=[O:22])=[CH:18][N:17]([CH2:32][C:33](O)=[O:34])[N:16]=2)[CH:14]=1.Cl.[N:41]1([CH:47]2[CH2:52][CH2:51][O:50][C:49](=[O:53])[CH2:48]2)[CH2:46][CH2:45][NH:44][CH2:43][CH2:42]1.CCN(C(C)C)C(C)C.CN(C(ON1N=NC2C=CC=NC1=2)=[N+](C)C)C.F[P-](F)(F)(F)(F)F. Product: [Cl:8][C:9]1[CH:10]=[CH:11][C:12]([O:36][CH:37]([F:39])[F:38])=[C:13]([C:15]2[C:19]([NH:20][C:21]([C:23]3[CH:24]=[N:25][N:26]4[CH:31]=[CH:30][CH:29]=[N:28][C:27]=34)=[O:22])=[CH:18][N:17]([CH2:32][C:33](=[O:34])[N:44]3[CH2:43][CH2:42][N:41]([CH:47]4[CH2:52][CH2:51][O:50][C:49](=[O:53])[CH2:48]4)[CH2:46][CH2:45]3)[N:16]=2)[CH:14]=1. The catalyst class is: 3. (6) Reactant: [NH2:1][C:2]1[C:11]([C:12]2[CH:17]=[CH:16][CH:15]=[C:14]([CH2:18][OH:19])[CH:13]=2)=[N:10][C:9]([Br:20])=[CH:8][C:3]=1[C:4]([O:6][CH3:7])=[O:5].N([O-])=O.[Na+].[N-:25]=[N+:26]=[N-].[Na+].CCOCC. Product: [N:1]([C:2]1[C:11]([C:12]2[CH:17]=[CH:16][CH:15]=[C:14]([CH:18]=[O:19])[CH:13]=2)=[N:10][C:9]([Br:20])=[CH:8][C:3]=1[C:4]([O:6][CH3:7])=[O:5])=[N+:25]=[N-:26]. The catalyst class is: 484.